This data is from Catalyst prediction with 721,799 reactions and 888 catalyst types from USPTO. The task is: Predict which catalyst facilitates the given reaction. (1) Reactant: [Cl:1][C:2]1[C:11]2[C:6](=[CH:7][CH:8]=[C:9]([C:12]([OH:29])([C:23]3[N:27]([CH3:28])[CH:26]=[N:25][CH:24]=3)[C:13]3[CH:14]=[N:15][C:16]([C:19]([F:22])([F:21])[F:20])=[CH:17][CH:18]=3)[CH:10]=2)[N:5]=[C:4]([O:30][CH3:31])[C:3]=1[C:32]([OH:34])=O.CCN=C=N[CH2:40][CH2:41][CH2:42][N:43](C)C.C1C=CC2N(O)N=NC=2C=1.C1(N)CC1. Product: [Cl:1][C:2]1[C:11]2[C:6](=[CH:7][CH:8]=[C:9]([C:12]([OH:29])([C:23]3[N:27]([CH3:28])[CH:26]=[N:25][CH:24]=3)[C:13]3[CH:14]=[N:15][C:16]([C:19]([F:21])([F:22])[F:20])=[CH:17][CH:18]=3)[CH:10]=2)[N:5]=[C:4]([O:30][CH3:31])[C:3]=1[C:32]([NH:43][CH:42]1[CH2:40][CH2:41]1)=[O:34]. The catalyst class is: 3. (2) Reactant: C1(P(C2C=CC=CC=2)C2C3OC4C(=CC=CC=4P(C4C=CC=CC=4)C4C=CC=CC=4)C(C)(C)C=3C=CC=2)C=CC=CC=1.Br[C:44]1[CH:45]=[N:46][CH:47]=[N:48][CH:49]=1.[CH3:50][C:51]1[CH:56]=[CH:55][C:54]([N+:57]([O-:59])=[O:58])=[CH:53][C:52]=1[N:60]1[CH2:70][CH2:69][C:63]2[N:64]=[C:65]([NH2:68])[N:66]=[CH:67][C:62]=2[CH2:61]1.C(=O)([O-])[O-].[Cs+].[Cs+]. Product: [CH3:50][C:51]1[CH:56]=[CH:55][C:54]([N+:57]([O-:59])=[O:58])=[CH:53][C:52]=1[N:60]1[CH2:70][CH2:69][C:63]2[N:64]=[C:65]([NH:68][C:44]3[CH:45]=[N:46][CH:47]=[N:48][CH:49]=3)[N:66]=[CH:67][C:62]=2[CH2:61]1. The catalyst class is: 12. (3) Reactant: [CH:1]1([CH:7]([NH:19][C:20]2[CH:25]=[CH:24][C:23]([C:26]([N:28]([CH3:36])[CH2:29][CH2:30][C:31]([O:33]CC)=[O:32])=[O:27])=[CH:22][CH:21]=2)[C:8]2[O:9][C:10]3[CH:17]=[CH:16][C:15]([F:18])=[CH:14][C:11]=3[C:12]=2[CH3:13])[CH2:6][CH2:5][CH2:4][CH2:3][CH2:2]1.CCCCCC.C(O)C.CO.[OH-].[Na+]. Product: [CH:1]1([CH:7]([NH:19][C:20]2[CH:21]=[CH:22][C:23]([C:26]([N:28]([CH3:36])[CH2:29][CH2:30][C:31]([OH:33])=[O:32])=[O:27])=[CH:24][CH:25]=2)[C:8]2[O:9][C:10]3[CH:17]=[CH:16][C:15]([F:18])=[CH:14][C:11]=3[C:12]=2[CH3:13])[CH2:6][CH2:5][CH2:4][CH2:3][CH2:2]1. The catalyst class is: 7. (4) Reactant: [NH2:1][C:2]1[C:3]([C:9]([O:11]C)=O)=[N:4][C:5]([Br:8])=[CH:6][N:7]=1.[CH3:13][NH2:14]. Product: [NH2:1][C:2]1[C:3]([C:9]([NH:14][CH3:13])=[O:11])=[N:4][C:5]([Br:8])=[CH:6][N:7]=1. The catalyst class is: 5. (5) Reactant: F[C:2]1[CH:7]=[CH:6][C:5]([C:8](=[O:17])[C:9]2[CH:14]=[CH:13][C:12]([O:15][CH3:16])=[CH:11][CH:10]=2)=[CH:4][C:3]=1[S:18]([NH2:21])(=[O:20])=[O:19].[CH3:22][S-:23].[Na+]. Product: [CH3:16][O:15][C:12]1[CH:13]=[CH:14][C:9]([C:8]([C:5]2[CH:6]=[CH:7][C:2]([S:23][CH3:22])=[C:3]([S:18]([NH2:21])(=[O:20])=[O:19])[CH:4]=2)=[O:17])=[CH:10][CH:11]=1. The catalyst class is: 12. (6) Reactant: [Cl:1][C:2]1[CH:3]=[C:4]([CH2:9][N:10]2[CH:14]=[C:13]([C:15](OCC)=[O:16])[N:12]=[N:11]2)[CH:5]=[CH:6][C:7]=1[Cl:8].CC(C[AlH]CC(C)C)C.[NH4+].[Cl-].O. Product: [Cl:1][C:2]1[CH:3]=[C:4]([CH2:9][N:10]2[CH:14]=[C:13]([CH2:15][OH:16])[N:12]=[N:11]2)[CH:5]=[CH:6][C:7]=1[Cl:8]. The catalyst class is: 182. (7) Reactant: [CH3:1][O:2][C:3]1[NH:4][C:5]2[C:10]([N:11]=1)=[C:9]([NH2:12])[N:8]=[C:7]([O:13][CH2:14][CH2:15][O:16][CH3:17])[N:6]=2.C(=O)([O-])[O-].[K+].[K+].[Cl:24][CH2:25][C:26]1[CH:31]=[CH:30][C:29]([CH2:32]Cl)=[CH:28][CH:27]=1.O. Product: [Cl:24][CH2:25][C:26]1[CH:31]=[CH:30][C:29]([CH2:32][N:4]2[C:3]([O:2][CH3:1])=[N:11][C:10]3[C:5]2=[N:6][C:7]([O:13][CH2:14][CH2:15][O:16][CH3:17])=[N:8][C:9]=3[NH2:12])=[CH:28][CH:27]=1. The catalyst class is: 9. (8) Reactant: Cl.[CH3:2][NH:3][C:4]1[CH:5]=[CH:6][CH:7]=[C:8]2[C:12]=1[NH:11][C:10]([C:13]1[S:14][CH:15]=[CH:16][N:17]=1)=[CH:9]2.[Cl:18][C:19]1[C:24]([S:25](Cl)(=[O:27])=[O:26])=[CH:23][CH:22]=[CH:21][N:20]=1. Product: [Cl:18][C:19]1[C:24]([S:25]([N:3]([CH3:2])[C:4]2[CH:5]=[CH:6][CH:7]=[C:8]3[C:12]=2[NH:11][C:10]([C:13]2[S:14][CH:15]=[CH:16][N:17]=2)=[CH:9]3)(=[O:27])=[O:26])=[CH:23][CH:22]=[CH:21][N:20]=1. The catalyst class is: 17. (9) Reactant: [CH3:1][N:2]1[CH2:7][CH2:6][CH:5]([OH:8])[CH2:4][CH2:3]1.C1(P(C2C=CC=CC=2)C2C=CC=CC=2)C=CC=CC=1.CC(OC(/N=N/C(OC(C)C)=O)=O)C.[Cl:42][C:43]1[CH:44]=[CH:45][C:46](O)=[C:47]([NH:49][C:50]([NH:52][C:53]2[CH:58]=[N:57][C:56]([C:59]#[N:60])=[CH:55][N:54]=2)=[O:51])[CH:48]=1. Product: [Cl:42][C:43]1[CH:44]=[CH:45][C:46]([O:8][CH:5]2[CH2:6][CH2:7][N:2]([CH3:1])[CH2:3][CH2:4]2)=[C:47]([NH:49][C:50]([NH:52][C:53]2[CH:58]=[N:57][C:56]([C:59]#[N:60])=[CH:55][N:54]=2)=[O:51])[CH:48]=1. The catalyst class is: 1.